This data is from Forward reaction prediction with 1.9M reactions from USPTO patents (1976-2016). The task is: Predict the product of the given reaction. (1) Given the reactants [Cl:1][C:2]1[C:3]2[C:10]([C:11]3[CH:16]=[CH:15][CH:14]=[CH:13][CH:12]=3)=[C:9]([C:17]3[CH:22]=[C:21](OC)[CH:20]=[C:19](OC)[CH:18]=3)[O:8][C:4]=2[N:5]=[CH:6][N:7]=1.[F:27]C1C=CC(C2C3C(=O)NC=NC=3OC=2C2C=CC=CC=2)=CC=1, predict the reaction product. The product is: [Cl:1][C:2]1[C:3]2[C:10]([C:11]3[CH:16]=[CH:15][C:14]([F:27])=[CH:13][CH:12]=3)=[C:9]([C:17]3[CH:22]=[CH:21][CH:20]=[CH:19][CH:18]=3)[O:8][C:4]=2[N:5]=[CH:6][N:7]=1. (2) Given the reactants [ClH:1].[CH3:2][O:3][C:4]1[CH:5]=[C:6]2[C:9](=[CH:10][C:11]=1OC)[CH:8]([CH2:14][N:15](C)[CH2:16][CH2:17][C:18]([N:20]1[CH2:26][CH2:25][C:24]3[CH:27]=[C:28]([O:33][CH3:34])[C:29]([O:31][CH3:32])=[CH:30][C:23]=3[CH2:22][CH2:21]1)=[O:19])[CH2:7]2.[CH3:36][O:37]C1C=C2C(=CC=1OC)C(CNC)C2, predict the reaction product. The product is: [ClH:1].[CH3:36][O:37][C:5]1[C:4]([O:3][CH3:2])=[CH:11][CH:10]=[C:9]2[C:6]=1[CH2:7][CH:8]2[CH2:14][NH:15][CH2:16][CH2:17][C:18]([N:20]1[CH2:26][CH2:25][C:24]2[CH:27]=[C:28]([O:33][CH3:34])[C:29]([O:31][CH3:32])=[CH:30][C:23]=2[CH2:22][CH2:21]1)=[O:19]. (3) Given the reactants [CH3:1][C@H:2]1[CH2:6][C@@H:5]([CH2:7][N:8]2[C:16]3[C:11](=[N:12][C:13]([C:17]4[CH:18]=[N:19][N:20](C5CCCCO5)[CH:21]=4)=[CH:14][CH:15]=3)[CH:10]=[CH:9]2)[CH2:4][N:3]1[C:28](=[O:37])[CH2:29][CH2:30][C:31]1[CH:36]=[CH:35][CH:34]=[CH:33][CH:32]=1.C1(C)C=CC(S(O)(=O)=O)=CC=1, predict the reaction product. The product is: [NH:19]1[CH:18]=[C:17]([C:13]2[N:12]=[C:11]3[CH:10]=[CH:9][N:8]([CH2:7][C@H:5]4[CH2:4][N:3]([C:28](=[O:37])[CH2:29][CH2:30][C:31]5[CH:32]=[CH:33][CH:34]=[CH:35][CH:36]=5)[C@@H:2]([CH3:1])[CH2:6]4)[C:16]3=[CH:15][CH:14]=2)[CH:21]=[N:20]1.